Dataset: Catalyst prediction with 721,799 reactions and 888 catalyst types from USPTO. Task: Predict which catalyst facilitates the given reaction. (1) Reactant: [CH2:1]([C:3]1[CH:8]=[CH:7][CH:6]=[CH:5][C:4]=1[CH2:9][CH3:10])[CH3:2].[C:11](Cl)(=[O:13])[CH3:12].[Al+3].[Cl-].[Cl-].[Cl-].Cl. Product: [CH2:1]([C:3]1[CH:8]=[C:7]([C:11](=[O:13])[CH3:12])[CH:6]=[CH:5][C:4]=1[CH2:9][CH3:10])[CH3:2]. The catalyst class is: 463. (2) Reactant: [CH3:1][C:2]1([CH3:17])[C:10]2[C:5](=[CH:6][C:7]([N+:11]([O-])=O)=[CH:8][CH:9]=2)[N:4]([C:14](=[O:16])[CH3:15])[CH2:3]1. Product: [NH2:11][C:7]1[CH:6]=[C:5]2[C:10]([C:2]([CH3:17])([CH3:1])[CH2:3][N:4]2[C:14](=[O:16])[CH3:15])=[CH:9][CH:8]=1. The catalyst class is: 354. (3) Reactant: [F:1][C:2]([F:31])=[CH:3][C@@:4]12[CH2:21][CH2:20][C:19]3[CH:18]=[C:17]([O:22]C)[CH:16]=[CH:15][C:14]=3[C:13]1=[CH:12][CH2:11][C@@:9]1([CH3:10])[C@H:5]2[CH2:6][CH2:7][C@@H:8]1[O:24]C1CCCCO1.CC(C[AlH]CC(C)C)C. Product: [F:1][C:2]([F:31])=[CH:3][C@@:4]12[CH2:21][CH2:20][C:19]3[CH:18]=[C:17]([OH:22])[CH:16]=[CH:15][C:14]=3[C:13]1=[CH:12][CH2:11][C@@:9]1([CH3:10])[C@H:5]2[CH2:6][CH2:7][C@@H:8]1[OH:24]. The catalyst class is: 28. (4) Reactant: C[O:2][C:3]([C:5]1[CH:6]2[N:31]([C:32]([O:34][C:35]([CH3:38])([CH3:37])[CH3:36])=[O:33])[CH:10]([CH2:11][C:12]=1[C:13]1[CH:18]=[CH:17][C:16]([CH2:19][CH2:20][O:21][C:22]3[C:27]([F:28])=[CH:26][CH:25]=[C:24]([F:29])[C:23]=3[Cl:30])=[CH:15][CH:14]=1)[CH2:9][S:8](=O)(=[O:39])[CH2:7]2)=[O:4].[OH-].[Na+]. Product: [C:35]([O:34][C:32]([N:31]1[CH:6]2[C:5]([C:3]([OH:4])=[O:2])=[C:12]([C:13]3[CH:14]=[CH:15][C:16]([CH2:19][CH2:20][O:21][C:22]4[C:27]([F:28])=[CH:26][CH:25]=[C:24]([F:29])[C:23]=4[Cl:30])=[CH:17][CH:18]=3)[CH2:11][CH:10]1[CH2:9][S:8](=[O:39])[CH2:7]2)=[O:33])([CH3:38])([CH3:36])[CH3:37]. The catalyst class is: 14. (5) Reactant: [OH:1][C:2]1[C:12]([CH:13]([CH3:15])[CH3:14])=[CH:11][C:10]([CH:16]([CH3:18])[CH3:17])=[CH:9][C:3]=1[C:4]([O:6]CC)=[O:5].[OH-].[Na+].Cl. Product: [CH2:11]([O:1][C:2]1[C:12]([CH:13]([CH3:14])[CH3:15])=[CH:11][C:10]([CH:16]([CH3:17])[CH3:18])=[CH:9][C:3]=1[C:4]([OH:6])=[O:5])[CH2:12][CH2:2][CH2:3][CH2:9][CH3:10]. The catalyst class is: 8. (6) Product: [F:1][C:2]1[CH:7]=[CH:6][CH:5]=[CH:4][C:3]=1[CH:8]=[CH:9][C:10]([NH:12][C@H:13]([C:38]([OH:40])=[O:39])[CH2:14][CH2:15][CH2:16][NH:17][C:18](=[NH:37])[NH:19][S:20]([C:23]1[CH:33]([CH3:34])[CH:27]2[CH2:28][C:29]([CH3:32])([CH3:31])[O:30][C:26]2=[C:25]([CH3:35])[C:24]=1[CH3:36])(=[O:22])=[O:21])=[O:11]. The catalyst class is: 5. Reactant: [F:1][C:2]1[CH:7]=[CH:6][CH:5]=[CH:4][C:3]=1[CH:8]=[CH:9][C:10]([NH:12][C@H:13]([C:38]([O:40]C)=[O:39])[CH2:14][CH2:15][CH2:16][NH:17][C:18](=[NH:37])[NH:19][S:20]([C:23]1[CH:33]([CH3:34])[CH:27]2[CH2:28][C:29]([CH3:32])([CH3:31])[O:30][C:26]2=[C:25]([CH3:35])[C:24]=1[CH3:36])(=[O:22])=[O:21])=[O:11].[OH-].[Na+]. (7) Reactant: FC(F)(F)C(O)=O.[Cl:8][C:9]1[C:10]([F:39])=[C:11]([CH:15]2[C:19]([C:22]3[CH:27]=[CH:26][C:25]([Cl:28])=[CH:24][CH:23]=3)([C:20]#[N:21])[CH:18]([CH2:29][CH:30]3[CH2:35][CH2:34][CH2:33][CH2:32][CH2:31]3)[NH:17][CH:16]2[C:36]([OH:38])=O)[CH:12]=[CH:13][CH:14]=1.CC1(C)[O:45][C@@H:44]([CH2:46][CH2:47][NH2:48])[CH2:43][O:42]1.CN(C(ON1N=NC2C=CC=NC1=2)=[N+](C)C)C.F[P-](F)(F)(F)(F)F.CCN(C(C)C)C(C)C.Cl. The catalyst class is: 539. Product: [OH:45][C@H:44]([CH2:43][OH:42])[CH2:46][CH2:47][NH:48][C:36]([CH:16]1[CH:15]([C:11]2[CH:12]=[CH:13][CH:14]=[C:9]([Cl:8])[C:10]=2[F:39])[C:19]([C:22]2[CH:27]=[CH:26][C:25]([Cl:28])=[CH:24][CH:23]=2)([C:20]#[N:21])[CH:18]([CH2:29][CH:30]2[CH2:35][CH2:34][CH2:33][CH2:32][CH2:31]2)[NH:17]1)=[O:38]. (8) Reactant: [CH3:1][C:2]1([CH3:19])[N:6]([C:7]([O:9][C:10]([CH3:13])([CH3:12])[CH3:11])=[O:8])[C@@H:5]([CH2:14][CH2:15][CH2:16][C:17]#[CH:18])[CH2:4][O:3]1.C([Li])CCC.CCCCCC.[Br:31][C:32]1[CH:37]=[CH:36][C:35]([C@@:38]2([C:48]([F:51])([F:50])[F:49])[NH:42][C@@H:41]([CH2:43][C:44]([F:47])([CH3:46])[CH3:45])[CH2:40][O:39]2)=[CH:34][CH:33]=1. Product: [Br:31][C:32]1[CH:33]=[CH:34][C:35]([C@:38]([NH:42][C@H:41]([CH2:40][OH:39])[CH2:43][C:44]([F:47])([CH3:46])[CH3:45])([C:48]([F:51])([F:50])[F:49])[C:18]#[C:17][CH2:16][CH2:15][CH2:14][C@H:5]2[CH2:4][O:3][C:2]([CH3:19])([CH3:1])[N:6]2[C:7]([O:9][C:10]([CH3:11])([CH3:12])[CH3:13])=[O:8])=[CH:36][CH:37]=1. The catalyst class is: 1.